From a dataset of Cav3 T-type calcium channel HTS with 100,875 compounds. Binary Classification. Given a drug SMILES string, predict its activity (active/inactive) in a high-throughput screening assay against a specified biological target. (1) The molecule is O=C(N1CCc2c(C1)cccc2)C(n1nc(n2c(c1=O)cc1occc21)C)CC. The result is 0 (inactive). (2) The result is 1 (active). The compound is O=C(N1CCN(CC1)c1c(ccc(c1)C)C)CCc1onc(n1)c1ccc(OC)cc1. (3) The molecule is O=c1n(c(=O)n(c2nc([nH]c12)C1CCCC1)C)C. The result is 0 (inactive). (4) The molecule is S1(=O)(=O)CC(N(Cc2occc2)C(=O)COc2ccccc2)CC1. The result is 0 (inactive). (5) The molecule is S(c1n(CC(C)=C)c(nn1)c1ccc(OC)cc1)CC(O)=O. The result is 0 (inactive). (6) The drug is S=C1N(\C(C(=O)N1CC)=C/Nc1ccccc1)c1ccccc1. The result is 0 (inactive). (7) The drug is O1C(OCC)C(C(C=C1C(=O)NC1CC1)C)CCCO. The result is 0 (inactive). (8) The molecule is Fc1ccc(OCc2oc(C(=O)NC3CC3)cc2)cc1. The result is 0 (inactive).